This data is from Merck oncology drug combination screen with 23,052 pairs across 39 cell lines. The task is: Regression. Given two drug SMILES strings and cell line genomic features, predict the synergy score measuring deviation from expected non-interaction effect. (1) Drug 1: Nc1ccn(C2OC(CO)C(O)C2(F)F)c(=O)n1. Drug 2: Cn1nnc2c(C(N)=O)ncn2c1=O. Cell line: T47D. Synergy scores: synergy=4.72. (2) Drug 1: CC1CC2C3CCC4=CC(=O)C=CC4(C)C3(F)C(O)CC2(C)C1(O)C(=O)CO. Drug 2: N#Cc1ccc(Cn2cncc2CN2CCN(c3cccc(Cl)c3)C(=O)C2)cc1. Cell line: MDAMB436. Synergy scores: synergy=4.54.